Dataset: Forward reaction prediction with 1.9M reactions from USPTO patents (1976-2016). Task: Predict the product of the given reaction. (1) Given the reactants [CH:1]1([N:6]2[CH2:12][C:11]([F:14])([F:13])[C:10](=[O:15])[N:9]([CH3:16])[C:8]3[CH:17]=[N:18][C:19]([NH:21][C:22]4[CH:30]=[CH:29][C:25]([C:26]([OH:28])=O)=[CH:24][C:23]=4[O:31][CH3:32])=[N:20][C:7]2=3)[CH2:5][CH2:4][CH2:3][CH2:2]1.F[P-](F)(F)(F)(F)F.CN(C(N(C)C)=[N+:44]1[C:52]2[C:47](=[N:48][CH:49]=[CH:50][CH:51]=2)[N+]([O-])=N1)C.[CH2:57](N(C(C)C)C(C)C)C.N1C=CC=C(CN)C=1, predict the reaction product. The product is: [CH:1]1([N:6]2[CH2:12][C:11]([F:13])([F:14])[C:10](=[O:15])[N:9]([CH3:16])[C:8]3[CH:17]=[N:18][C:19]([NH:21][C:22]4[CH:30]=[CH:29][C:25]([C:26]([NH:44][C:52]5[CH:47]=[N:48][CH:49]=[CH:50][CH:51]=5)=[O:28])=[C:24]([CH3:57])[C:23]=4[O:31][CH3:32])=[N:20][C:7]2=3)[CH2:5][CH2:4][CH2:3][CH2:2]1. (2) The product is: [F:62][C:23]([F:22])([F:61])[C:24]1[CH:25]=[C:26]([C@H:34]2[O:38][C:37](=[O:39])[N:36]([CH2:40][C:41]3[CH:46]=[C:45]([C:47]([F:48])([F:49])[F:50])[CH:44]=[CH:43][C:42]=3[C:16]3[CH:17]=[C:12]([C:3]4[CH:4]=[CH:5][C:6]([C:8]([O:10][CH3:11])=[O:9])=[CH:7][C:2]=4[F:1])[C:13]([F:21])=[CH:14][C:15]=3[O:19][CH2:20][CH3:64])[C@H:35]2[CH3:60])[CH:27]=[C:28]([C:30]([F:31])([F:33])[F:32])[CH:29]=1. Given the reactants [F:1][C:2]1[CH:7]=[C:6]([C:8]([O:10][CH3:11])=[O:9])[CH:5]=[CH:4][C:3]=1[C:12]1[CH:17]=[C:16](I)[C:15]([O:19][CH3:20])=[CH:14][C:13]=1[F:21].[F:22][C:23]([F:62])([F:61])[C:24]1[CH:25]=[C:26]([C@H:34]2[O:38][C:37](=[O:39])[N:36]([CH2:40][C:41]3[CH:46]=[C:45]([C:47]([F:50])([F:49])[F:48])[CH:44]=[CH:43][C:42]=3B3OC(C)(C)C(C)(C)O3)[C@H:35]2[CH3:60])[CH:27]=[C:28]([C:30]([F:33])([F:32])[F:31])[CH:29]=1.C.[C:64](=O)([O-])[O-].[Na+].[Na+], predict the reaction product.